Dataset: Forward reaction prediction with 1.9M reactions from USPTO patents (1976-2016). Task: Predict the product of the given reaction. Given the reactants Cl[CH2:2][C:3]1[S:7][C:6]([C:8]2[NH:9][C:10]3[C:15]([CH:16]=2)=[CH:14][CH:13]=[CH:12][C:11]=3[N:17]([CH3:26])[S:18]([C:21]2[S:22][CH:23]=[CH:24][CH:25]=2)(=[O:20])=[O:19])=[N:5][CH:4]=1.[C:27]([N:30]1[CH2:35][CH2:34][NH:33][CH2:32][CH2:31]1)(=[O:29])[CH3:28].C(N(CC)CC)C.CN(C)C=O, predict the reaction product. The product is: [C:27]([N:30]1[CH2:35][CH2:34][N:33]([CH2:2][C:3]2[S:7][C:6]([C:8]3[NH:9][C:10]4[C:15]([CH:16]=3)=[CH:14][CH:13]=[CH:12][C:11]=4[N:17]([CH3:26])[S:18]([C:21]3[S:22][CH:23]=[CH:24][CH:25]=3)(=[O:20])=[O:19])=[N:5][CH:4]=2)[CH2:32][CH2:31]1)(=[O:29])[CH3:28].